Dataset: Forward reaction prediction with 1.9M reactions from USPTO patents (1976-2016). Task: Predict the product of the given reaction. (1) Given the reactants [NH2:1][C@H:2]([C:7](=[O:9])[NH2:8])[CH2:3][C:4]([OH:6])=[O:5].O.C(=O)(O)[O-].[C:15](O)(=[O:26])[C:16]1[CH:25]=[CH:24][C:23]2[C:18](=[CH:19][CH:20]=[CH:21][CH:22]=2)[N:17]=1.Cl, predict the reaction product. The product is: [N:17]1[C:18]2[C:23](=[CH:22][CH:21]=[CH:20][CH:19]=2)[CH:24]=[CH:25][C:16]=1[C:15]([NH:1][C@H:2]([C:7](=[O:9])[NH2:8])[CH2:3][C:4]([OH:6])=[O:5])=[O:26]. (2) Given the reactants [F-].C([N+](CCCC)(CCCC)CCCC)CCC.[Si]([O:26][C@@H:27]([CH2:41][CH2:42][CH2:43][CH2:44][CH2:45][CH3:46])[C@H:28]([N:30]1[CH:38]=[N:37][C:36]2[C:31]1=[N:32][CH:33]=[N:34][C:35]=2[O:39][CH3:40])[CH3:29])(C(C)(C)C)(C)C.ClCCl.CO, predict the reaction product. The product is: [CH3:40][O:39][C:35]1[N:34]=[CH:33][N:32]=[C:31]2[C:36]=1[N:37]=[CH:38][N:30]2[C@@H:28]([C@@H:27]([OH:26])[CH2:41][CH2:42][CH2:43][CH2:44][CH2:45][CH3:46])[CH3:29]. (3) Given the reactants [Cl:1][C:2]1[CH:7]=[CH:6][C:5]([C:8]2[N:9]=[C:10]([C:24]([O:26][C:27]([CH3:30])([CH3:29])[CH3:28])=[O:25])[C:11]([C:21](O)=[O:22])=[N:12][C:13]=2[C:14]2[CH:19]=[CH:18][C:17]([Cl:20])=[CH:16][CH:15]=2)=[CH:4][CH:3]=1.CN(C(ON1N=NC2C=CC=NC1=2)=[N+](C)C)C.F[P-](F)(F)(F)(F)F.[CH3:55][C:56]([NH2:60])([CH3:59])[CH2:57][OH:58].C1CN([P+](ON2N=NC3C=CC=CC2=3)(N2CCCC2)N2CCCC2)CC1.F[P-](F)(F)(F)(F)F, predict the reaction product. The product is: [C:27]([O:26][C:24]([C:10]1[C:11]([C:21](=[O:22])[NH:60][C:56]([CH3:59])([CH3:55])[CH2:57][OH:58])=[N:12][C:13]([C:14]2[CH:19]=[CH:18][C:17]([Cl:20])=[CH:16][CH:15]=2)=[C:8]([C:5]2[CH:4]=[CH:3][C:2]([Cl:1])=[CH:7][CH:6]=2)[N:9]=1)=[O:25])([CH3:30])([CH3:28])[CH3:29]. (4) Given the reactants Cl[C:2]1[C:3]2[S:10][CH:9]=[CH:8][C:4]=2[N:5]=[CH:6][N:7]=1.FC1C=C([N+]([O-])=O)C=CC=1OC1C2SC(C(NCCN3CCOCC3)=O)=CC=2N=CN=1.FC1C=C([N+]([O-])=O)C=CC=1O.[Cl:53][C:54]1[CH:55]=[C:56]([OH:63])[CH:57]=[CH:58][C:59]=1[N+:60]([O-:62])=[O:61], predict the reaction product. The product is: [Cl:53][C:54]1[CH:55]=[C:56]([CH:57]=[CH:58][C:59]=1[N+:60]([O-:62])=[O:61])[O:63][C:2]1[C:3]2[S:10][CH:9]=[CH:8][C:4]=2[N:5]=[CH:6][N:7]=1.